This data is from Catalyst prediction with 721,799 reactions and 888 catalyst types from USPTO. The task is: Predict which catalyst facilitates the given reaction. Reactant: [Cl:1][CH2:2][C:3](Cl)=[O:4].[NH2:6][CH:7]1[CH2:12][CH2:11][CH2:10][CH2:9][CH:8]1[CH2:13][C:14]1[NH:15][C:16](=[O:26])[C:17]2[NH:22][N:21]=[C:20]([CH:23]([CH3:25])[CH3:24])[C:18]=2[N:19]=1.N1C=CC=CC=1.Cl. Product: [CH:23]([C:20]1[C:18]2[N:19]=[C:14]([CH2:13][C@@H:8]3[CH2:9][CH2:10][CH2:11][CH2:12][C@H:7]3[NH:6][C:3](=[O:4])[CH2:2][Cl:1])[NH:15][C:16](=[O:26])[C:17]=2[NH:22][N:21]=1)([CH3:25])[CH3:24]. The catalyst class is: 135.